Dataset: NCI-60 drug combinations with 297,098 pairs across 59 cell lines. Task: Regression. Given two drug SMILES strings and cell line genomic features, predict the synergy score measuring deviation from expected non-interaction effect. (1) Drug 1: C1=NC2=C(N1)C(=S)N=CN2. Drug 2: CCC1(C2=C(COC1=O)C(=O)N3CC4=CC5=C(C=CC(=C5CN(C)C)O)N=C4C3=C2)O.Cl. Cell line: NCI-H522. Synergy scores: CSS=39.6, Synergy_ZIP=-1.14, Synergy_Bliss=-1.56, Synergy_Loewe=-3.63, Synergy_HSA=0.755. (2) Drug 1: CC1=C2C(C(=O)C3(C(CC4C(C3C(C(C2(C)C)(CC1OC(=O)C(C(C5=CC=CC=C5)NC(=O)OC(C)(C)C)O)O)OC(=O)C6=CC=CC=C6)(CO4)OC(=O)C)O)C)O. Drug 2: CCC1(C2=C(COC1=O)C(=O)N3CC4=CC5=C(C=CC(=C5CN(C)C)O)N=C4C3=C2)O.Cl. Cell line: PC-3. Synergy scores: CSS=28.2, Synergy_ZIP=-11.6, Synergy_Bliss=-7.27, Synergy_Loewe=-6.11, Synergy_HSA=-1.65.